Dataset: Catalyst prediction with 721,799 reactions and 888 catalyst types from USPTO. Task: Predict which catalyst facilitates the given reaction. (1) Reactant: [CH2:1]([O:8][P:9]([CH2:19][CH2:20][O:21][CH2:22][C:23]1[CH:28]=[CH:27][CH:26]=[CH:25][CH:24]=1)(=[O:18])[O:10]CC1C=CC=CC=1)[C:2]1[CH:7]=[CH:6][CH:5]=[CH:4][CH:3]=1.[OH-].[Na+]. Product: [CH2:1]([O:8][P:9]([CH2:19][CH2:20][O:21][CH2:22][C:23]1[CH:28]=[CH:27][CH:26]=[CH:25][CH:24]=1)(=[O:10])[OH:18])[C:2]1[CH:3]=[CH:4][CH:5]=[CH:6][CH:7]=1. The catalyst class is: 20. (2) Reactant: [I:1][C:2]1[C:7]([C:8](OCC)=[O:9])=[C:6]([CH3:13])[N:5]=[C:4]2[S:14][C:15]3[CH2:20][CH2:19][CH2:18][CH2:17][C:16]=3[C:3]=12.[H-].C([Al+]CC(C)C)C(C)C.Cl. Product: [I:1][C:2]1[C:7]([CH2:8][OH:9])=[C:6]([CH3:13])[N:5]=[C:4]2[S:14][C:15]3[CH2:20][CH2:19][CH2:18][CH2:17][C:16]=3[C:3]=12. The catalyst class is: 2. (3) Reactant: [CH2:1]([O:8][C:9]1[C:10]([NH2:27])=[CH:11][C:12]2[C:17]([CH:18]=1)=[CH:16][C:15]([O:19][CH2:20][C:21]1[CH:26]=[CH:25][CH:24]=[CH:23][CH:22]=1)=[CH:14][CH:13]=2)[C:2]1[CH:7]=[CH:6][CH:5]=[CH:4][CH:3]=1.Br[CH2:29][C:30]([O:32][CH2:33][CH3:34])=[O:31].C(=O)([O-])[O-].[K+].[K+].Cl. Product: [CH2:33]([O:32][C:30](=[O:31])[CH2:29][NH:27][C:10]1[C:9]([O:8][CH2:1][C:2]2[CH:3]=[CH:4][CH:5]=[CH:6][CH:7]=2)=[CH:18][C:17]2[C:12](=[CH:13][CH:14]=[C:15]([O:19][CH2:20][C:21]3[CH:26]=[CH:25][CH:24]=[CH:23][CH:22]=3)[CH:16]=2)[CH:11]=1)[CH3:34]. The catalyst class is: 3. (4) Reactant: [N:1]1([CH2:6][C:7]([C:9]2[S:10][CH:11]=[CH:12][N:13]=2)=[O:8])[CH:5]=[CH:4][N:3]=[CH:2]1.[BH4-].[Na+]. Product: [N:1]1([CH2:6][CH:7]([C:9]2[S:10][CH:11]=[CH:12][N:13]=2)[OH:8])[CH:5]=[CH:4][N:3]=[CH:2]1. The catalyst class is: 5. (5) Reactant: [N+:1]([C:4]1[CH:12]=[CH:11][CH:10]=[CH:9][C:5]=1[C:6]([OH:8])=O)([O-:3])=[O:2].C(N(CC)CC)C.ClC(OCC(C)C)=O.[CH3:28][O:29][C:30]1[CH:37]=[CH:36][CH:35]=[C:34]([O:38][CH3:39])[C:31]=1[CH2:32][NH2:33]. Product: [CH3:39][O:38][C:34]1[CH:35]=[CH:36][CH:37]=[C:30]([O:29][CH3:28])[C:31]=1[CH2:32][NH:33][C:6](=[O:8])[C:5]1[CH:9]=[CH:10][CH:11]=[CH:12][C:4]=1[N+:1]([O-:3])=[O:2]. The catalyst class is: 4. (6) Reactant: [Br:1]Br.[CH3:3][C:4]1[C:9]([OH:10])=[C:8]([CH3:11])[CH:7]=[CH:6][N:5]=1. Product: [Br:1][C:6]1[N:5]=[C:4]([CH3:3])[C:9]([OH:10])=[C:8]([CH3:11])[CH:7]=1. The catalyst class is: 17. (7) Reactant: [C:1](Cl)(Cl)=[O:2].[N:5]1[CH:10]=[CH:9][CH:8]=[CH:7][C:6]=1[S:11]SCCCO.C(N([CH2:24][CH3:25])C(C)C)(C)C.[OH:26][CH2:27][CH2:28][CH2:29][S:30][CH2:31][CH2:32][CH2:33][CH2:34][CH2:35][CH2:36][CH2:37][CH2:38][CH2:39][CH2:40][CH2:41][CH2:42][CH2:43][CH2:44][CH2:45][C:46]([OH:48])=[O:47].C([N:51]([CH2:54]C)CC)C.[O:56]1CCCC1. Product: [C:54]([C:6]1[S:11][C:25]2[CH:24]=[C:7]([O:56][C:1]([O:26][CH2:27][CH2:28][CH2:29][S:30][CH2:31][CH2:32][CH2:33][CH2:34][CH2:35][CH2:36][CH2:37][CH2:38][CH2:39][CH2:40][CH2:41][CH2:42][CH2:43][CH2:44][CH2:45][C:46]([OH:48])=[O:47])=[O:2])[CH:8]=[CH:9][C:10]=2[N:5]=1)#[N:51]. The catalyst class is: 2. (8) Reactant: Br[C:2]1[CH:11]=[C:10]2[C:5]([N:6]=[CH:7][C:8](=[O:12])[NH:9]2)=[CH:4][CH:3]=1.[CH3:13][S-:14].[Na+]. Product: [CH3:13][S:14][C:2]1[CH:11]=[C:10]2[C:5]([N:6]=[CH:7][C:8](=[O:12])[NH:9]2)=[CH:4][CH:3]=1. The catalyst class is: 60. (9) Reactant: [F:1][C@H:2]([C:16]1[CH:21]=[CH:20][CH:19]=[CH:18][CH:17]=1)[C@H:3]([NH:5][CH2:6][C:7]1[CH:12]=[CH:11][CH:10]=[C:9]([N+:13]([O-:15])=[O:14])[CH:8]=1)[CH3:4].[C:22]([O:26][C:27](O[C:27]([O:26][C:22]([CH3:25])([CH3:24])[CH3:23])=[O:28])=[O:28])([CH3:25])([CH3:24])[CH3:23].C(N(CC)CC)C. Product: [C:22]([O:26][C:27](=[O:28])[N:5]([C@H:3]([CH3:4])[C@H:2]([F:1])[C:16]1[CH:21]=[CH:20][CH:19]=[CH:18][CH:17]=1)[CH2:6][C:7]1[CH:12]=[CH:11][CH:10]=[C:9]([N+:13]([O-:15])=[O:14])[CH:8]=1)([CH3:25])([CH3:24])[CH3:23]. The catalyst class is: 4.